Task: Regression. Given two drug SMILES strings and cell line genomic features, predict the synergy score measuring deviation from expected non-interaction effect.. Dataset: NCI-60 drug combinations with 297,098 pairs across 59 cell lines (1) Cell line: LOX IMVI. Drug 2: C1CNP(=O)(OC1)N(CCCl)CCCl. Synergy scores: CSS=-3.94, Synergy_ZIP=-0.0301, Synergy_Bliss=-2.00, Synergy_Loewe=-11.8, Synergy_HSA=-7.22. Drug 1: CC1=C2C(C(=O)C3(C(CC4C(C3C(C(C2(C)C)(CC1OC(=O)C(C(C5=CC=CC=C5)NC(=O)OC(C)(C)C)O)O)OC(=O)C6=CC=CC=C6)(CO4)OC(=O)C)O)C)O. (2) Drug 1: C1C(C(OC1N2C=NC3=C2NC=NCC3O)CO)O. Drug 2: CCC1(C2=C(COC1=O)C(=O)N3CC4=CC5=C(C=CC(=C5CN(C)C)O)N=C4C3=C2)O.Cl. Cell line: HCC-2998. Synergy scores: CSS=27.5, Synergy_ZIP=5.08, Synergy_Bliss=4.76, Synergy_Loewe=-9.81, Synergy_HSA=-0.000000222.